This data is from Full USPTO retrosynthesis dataset with 1.9M reactions from patents (1976-2016). The task is: Predict the reactants needed to synthesize the given product. (1) Given the product [F:128][CH:101]([F:100])[CH2:102][O:103][C:104]1[N:108]([CH3:109])[N:107]=[C:106]([C:110]([F:112])([F:113])[F:111])[C:105]=1[CH2:114][S:115]([C:118]1[CH:122]([F:123])[C:121]([CH3:124])([CH3:125])[O:120][N:119]=1)(=[O:117])=[O:116], predict the reactants needed to synthesize it. The reactants are: FC(F)COC1N(C)N=C(C(F)(F)F)C=1C(F)S(C1CC(C)(C)ON=1)(=O)=O.FC1C(C)(C)ON=C1S(CC1C(C(F)(F)F)=NN(C)N=1)(=O)=O.CC1(C)ON=C(S(C(F)C2C(C(F)(F)F)=NN(C)N=2)(=O)=O)C1.FC(F)COC1N(C)N=C(C(F)(F)F)C=1C(F)(F)S(C1CC(C)(C)ON=1)(=O)=O.[F:100][CH:101]([F:128])[CH2:102][O:103][C:104]1[N:108]([CH3:109])[N:107]=[C:106]([C:110]([F:113])([F:112])[F:111])[C:105]=1[C:114](F)(F)[S:115]([C:118]1[CH:122]([F:123])[C:121]([CH3:125])([CH3:124])[O:120][N:119]=1)(=[O:117])=[O:116].FC(F)(S(C1C(F)C(C)(C)ON=1)(=O)=O)C1C(C(F)(F)F)=NN(C)N=1. (2) Given the product [CH:32]1([NH:34][C:25]([C:15]2[N:14]=[N:13][N:12]([C:9]3[CH:10]=[CH:11][C:6]([C:4]([NH:3][CH2:1][CH3:2])=[O:5])=[CH:7][CH:8]=3)[C:16]=2[CH2:17][CH2:18][C:19]2[CH:20]=[CH:21][CH:22]=[CH:23][CH:24]=2)=[O:27])[CH2:33][CH2:31]1, predict the reactants needed to synthesize it. The reactants are: [CH2:1]([NH:3][C:4]([C:6]1[CH:11]=[CH:10][C:9]([N:12]2[C:16]([CH2:17][CH2:18][C:19]3[CH:24]=[CH:23][CH:22]=[CH:21][CH:20]=3)=[C:15]([C:25]([OH:27])=O)[N:14]=[N:13]2)=[CH:8][CH:7]=1)=[O:5])[CH3:2].C1C=C[C:31]2N(O)N=[N:34][C:32]=2[CH:33]=1.C1(N)CC1.CCN=C=NCCCN(C)C.